Task: Regression. Given two drug SMILES strings and cell line genomic features, predict the synergy score measuring deviation from expected non-interaction effect.. Dataset: NCI-60 drug combinations with 297,098 pairs across 59 cell lines Drug 1: CCC1(CC2CC(C3=C(CCN(C2)C1)C4=CC=CC=C4N3)(C5=C(C=C6C(=C5)C78CCN9C7C(C=CC9)(C(C(C8N6C)(C(=O)OC)O)OC(=O)C)CC)OC)C(=O)OC)O.OS(=O)(=O)O. Drug 2: C1CNP(=O)(OC1)N(CCCl)CCCl. Cell line: SNB-19. Synergy scores: CSS=-1.96, Synergy_ZIP=0.411, Synergy_Bliss=0.731, Synergy_Loewe=0.0626, Synergy_HSA=-0.499.